From a dataset of Full USPTO retrosynthesis dataset with 1.9M reactions from patents (1976-2016). Predict the reactants needed to synthesize the given product. (1) Given the product [N:15]12[CH2:22][CH2:21][CH:18]([CH2:19][CH2:20]1)[CH:17]([NH:23][C:10]([C:3]1[C:2]([NH2:1])=[N:7][C:6]([NH2:8])=[C:5]([Cl:9])[N:4]=1)=[O:12])[CH2:16]2, predict the reactants needed to synthesize it. The reactants are: [NH2:1][C:2]1[C:3]([C:10]([OH:12])=O)=[N:4][C:5]([Cl:9])=[C:6]([NH2:8])[N:7]=1.Cl.Cl.[N:15]12[CH2:22][CH2:21][CH:18]([CH2:19][CH2:20]1)[CH:17]([NH2:23])[CH2:16]2.F[B-](F)(F)F.N1(OC(N(C)C)=[N+](C)C)C2C=CC=CC=2N=N1.C(N(CC)CC)C. (2) Given the product [NH2:1][C:2]1[CH:6]=[C:5]([C:7]([NH:45][CH2:44][C:42]2[CH:43]=[C:38]([Cl:37])[CH:39]=[CH:40][C:41]=2[CH3:46])=[O:9])[O:4][N:3]=1, predict the reactants needed to synthesize it. The reactants are: [NH2:1][C:2]1[CH:6]=[C:5]([C:7]([OH:9])=O)[O:4][N:3]=1.F[P-](F)(F)(F)(F)F.N1(O[P+](N(C)C)(N(C)C)N(C)C)C2C=CC=CC=2N=N1.[Cl:37][C:38]1[CH:39]=[CH:40][C:41]([CH3:46])=[C:42]([CH2:44][NH2:45])[CH:43]=1.C(N(CC)C(C)C)(C)C. (3) Given the product [CH2:5]([N:12]([CH2:13][C:14]1([OH:16])[CH2:2][CH2:1]1)[C:19]1[CH:20]=[CH:21][CH:22]=[CH:23][CH:24]=1)[C:6]1[CH:7]=[CH:8][CH:9]=[CH:10][CH:11]=1, predict the reactants needed to synthesize it. The reactants are: [CH2:1]([Mg]Br)[CH3:2].[CH2:5]([N:12]([C:19]1[CH:24]=[CH:23][CH:22]=[CH:21][CH:20]=1)[CH2:13][C:14]([O:16]CC)=O)[C:6]1[CH:11]=[CH:10][CH:9]=[CH:8][CH:7]=1.[Cl-].[NH4+].